Dataset: Forward reaction prediction with 1.9M reactions from USPTO patents (1976-2016). Task: Predict the product of the given reaction. (1) Given the reactants [Cl-].[C:2]([C:5]1[CH:30]=[CH:29][C:8]([C:9]([NH:11][CH2:12][CH:13]2[CH2:18][CH2:17][NH+:16]([C:19]3[CH:24]=[CH:23][C:22]([C:25]([F:28])([F:27])[F:26])=[CH:21][N:20]=3)[CH2:15][CH2:14]2)=[O:10])=[CH:7][CH:6]=1)([OH:4])=O.[Br:31][C:32]1[C:40]2OC(C3C=CC(C([O-])=O)=CC=3)=[N:37][C:36]=2[CH:35]=[C:34]([C:50]#[N:51])[CH:33]=1, predict the reaction product. The product is: [Br:31][C:32]1[C:40]2[O:4][C:2]([C:5]3[CH:30]=[CH:29][C:8]([C:9]([NH:11][CH2:12][CH:13]4[CH2:18][CH2:17][N:16]([C:19]5[CH:24]=[CH:23][C:22]([C:25]([F:28])([F:26])[F:27])=[CH:21][N:20]=5)[CH2:15][CH2:14]4)=[O:10])=[CH:7][CH:6]=3)=[N:37][C:36]=2[CH:35]=[C:34]([C:50]#[N:51])[CH:33]=1. (2) The product is: [Cl:1][C:2]1[CH:3]=[C:4](/[CH:19]=[C:20](\[F:24])/[C:21]([NH:32][O:31][CH:26]2[CH2:27][CH2:28][CH2:29][CH2:30][O:25]2)=[O:23])[CH:5]=[N:6][C:7]=1[NH:8][C@@H:9]1[CH2:13][CH2:12][N:11]([CH:14]2[CH2:18][CH2:17][CH2:16][CH2:15]2)[CH2:10]1. Given the reactants [Cl:1][C:2]1[CH:3]=[C:4](/[CH:19]=[C:20](\[F:24])/[C:21]([OH:23])=O)[CH:5]=[N:6][C:7]=1[NH:8][C@@H:9]1[CH2:13][CH2:12][N:11]([CH:14]2[CH2:18][CH2:17][CH2:16][CH2:15]2)[CH2:10]1.[O:25]1[CH2:30][CH2:29][CH2:28][CH2:27][CH:26]1[O:31][NH2:32].C1C=CC2N(O)N=NC=2C=1.CCN=C=NCCCN(C)C, predict the reaction product. (3) Given the reactants C(=O)([S:8][C:9]1[CH:10]=[C:11]2[C:15](=[CH:16][CH:17]=1)[N:14]([C:18]1[CH:23]=[CH:22][C:21]([F:24])=[CH:20][CH:19]=1)[N:13]=[CH:12]2)C1C=CC=CC=1.C(=O)([O-])[O-].[K+].[K+].O, predict the reaction product. The product is: [F:24][C:21]1[CH:20]=[CH:19][C:18]([N:14]2[C:15]3[C:11](=[CH:10][C:9]([SH:8])=[CH:17][CH:16]=3)[CH:12]=[N:13]2)=[CH:23][CH:22]=1.